From a dataset of Forward reaction prediction with 1.9M reactions from USPTO patents (1976-2016). Predict the product of the given reaction. (1) Given the reactants [CH2:1]([O:8][C:9](=[O:30])[CH:10]([O:18][N:19]1C(=O)C2C(=CC=CC=2)C1=O)[CH2:11][C:12]1[CH:17]=[CH:16][CH:15]=[CH:14][CH:13]=1)[C:2]1[CH:7]=[CH:6][CH:5]=[CH:4][CH:3]=1.O.NN, predict the reaction product. The product is: [CH2:1]([O:8][C:9](=[O:30])[CH:10]([O:18][NH2:19])[CH2:11][C:12]1[CH:17]=[CH:16][CH:15]=[CH:14][CH:13]=1)[C:2]1[CH:3]=[CH:4][CH:5]=[CH:6][CH:7]=1. (2) Given the reactants [F:1][C:2]([F:41])([F:40])[C:3]1[C:12]([O:13][C@H:14]2[CH2:19][CH2:18][C@@H:17]([C:20]([F:23])([F:22])[F:21])[CH2:16][CH2:15]2)=[CH:11][CH:10]=[C:9]2[C:4]=1[CH:5]=[CH:6][C:7]([CH2:24][C:25]([N:27]1[CH:32]3[CH2:33][CH2:34][CH2:35][CH:28]1[CH2:29][CH:30]([C:36]([O:38][CH3:39])=[O:37])[CH2:31]3)=O)=[CH:8]2.B.C1COCC1, predict the reaction product. The product is: [F:41][C:2]([F:1])([F:40])[C:3]1[C:12]([O:13][C@H:14]2[CH2:15][CH2:16][C@@H:17]([C:20]([F:22])([F:23])[F:21])[CH2:18][CH2:19]2)=[CH:11][CH:10]=[C:9]2[C:4]=1[CH:5]=[CH:6][C:7]([CH2:24][CH2:25][N:27]1[CH:28]3[CH2:35][CH2:34][CH2:33][CH:32]1[CH2:31][CH:30]([C:36]([O:38][CH3:39])=[O:37])[CH2:29]3)=[CH:8]2.